From a dataset of Catalyst prediction with 721,799 reactions and 888 catalyst types from USPTO. Predict which catalyst facilitates the given reaction. (1) Reactant: [Cl-].C[N+](C)(C)CCOC(=O)C=C.[CH2:13]=[CH:14][C:15]1[CH:20]=[CH:19][CH:18]=[CH:17][CH:16]=1.[C:21]([NH2:25])(=[O:24])[CH:22]=[CH2:23]. Product: [CH2:13]=[CH:14][C:15]1[CH:20]=[CH:19][CH:18]=[CH:17][CH:16]=1.[C:21]([NH2:25])(=[O:24])[CH:22]=[CH2:23]. The catalyst class is: 32. (2) Reactant: [F:1][C:2]1[CH:7]=[C:6]([I:8])[CH:5]=[CH:4][C:3]=1[NH:9][C:10]1[N:15]([CH3:16])[C:14](=[O:17])[C:13]2[CH:18]=[CH:19][O:20][C:12]=2[C:11]=1[C:21]([N:23]1[CH2:26][C:25]([CH:28]2[CH2:33][CH2:32][CH2:31][CH2:30][N:29]2C(OC(C)(C)C)=O)([OH:27])[CH2:24]1)=[O:22]. Product: [F:1][C:2]1[CH:7]=[C:6]([I:8])[CH:5]=[CH:4][C:3]=1[NH:9][C:10]1[N:15]([CH3:16])[C:14](=[O:17])[C:13]2[CH:18]=[CH:19][O:20][C:12]=2[C:11]=1[C:21]([N:23]1[CH2:24][C:25]([OH:27])([CH:28]2[CH2:33][CH2:32][CH2:31][CH2:30][NH:29]2)[CH2:26]1)=[O:22]. The catalyst class is: 89. (3) Reactant: [C:1]12([C:11]3[CH:21]=[CH:20][C:14]([O:15][CH2:16][C:17](O)=[O:18])=[CH:13][CH:12]=3)[CH2:10][CH:5]3[CH2:6][CH:7]([CH2:9][CH:3]([CH2:4]3)[CH2:2]1)[CH2:8]2.N[C:23]1[C:24]([CH3:29])=[CH:25][CH:26]=[N:27][CH:28]=1.CC[N:32](C(C)C)C(C)C.C(Cl)CCl.C1C=CC2N(O)N=NC=2C=1. Product: [C:1]12([C:11]3[CH:12]=[CH:13][C:14]([O:15][CH2:16][C:17]([NH:32][C:26]4[CH:25]=[C:24]([CH3:29])[CH:23]=[CH:28][N:27]=4)=[O:18])=[CH:20][CH:21]=3)[CH2:10][CH:5]3[CH2:4][CH:3]([CH2:9][CH:7]([CH2:6]3)[CH2:8]1)[CH2:2]2. The catalyst class is: 3. (4) Reactant: Cl[C:2]1[N:7]=[C:6]([CH3:8])[C:5]([CH:9]([CH2:14][CH2:15][CH3:16])[C:10]([O:12][CH3:13])=[O:11])=[C:4]([C:17]2[CH:22]=[CH:21][C:20]([CH3:23])=[CH:19][CH:18]=2)[N:3]=1.[CH2:24]([N:31]1[CH2:37][CH2:36][CH2:35][NH:34][CH2:33][CH2:32]1)[C:25]1[CH:30]=[CH:29][CH:28]=[CH:27][CH:26]=1.C(N(CC)CC)C. Product: [CH2:24]([N:31]1[CH2:37][CH2:36][CH2:35][N:34]([C:2]2[N:7]=[C:6]([CH3:8])[C:5]([CH:9]([CH2:14][CH2:15][CH3:16])[C:10]([O:12][CH3:13])=[O:11])=[C:4]([C:17]3[CH:22]=[CH:21][C:20]([CH3:23])=[CH:19][CH:18]=3)[N:3]=2)[CH2:33][CH2:32]1)[C:25]1[CH:26]=[CH:27][CH:28]=[CH:29][CH:30]=1. The catalyst class is: 7. (5) Reactant: [CH2:1]1[O:5][C:4]2[CH:6]=[C:7]([OH:10])[CH:8]=[CH:9][C:3]=2[O:2]1.[H-].[Na+:12]. Product: [CH2:1]1[O:2][C:3]2[CH:9]=[CH:8][C:7]([O-:10])=[CH:6][C:4]=2[O:5]1.[Na+:12]. The catalyst class is: 1. (6) Reactant: [OH:1][CH2:2][C:3]1[C:4](=[O:12])[N:5]([CH2:9][CH2:10][CH3:11])[CH:6]=[CH:7][CH:8]=1.[CH3:13][S:14](Cl)(=[O:16])=[O:15].C(N(CC)CC)C. Product: [CH3:13][S:14]([O:1][CH2:2][C:3]1[C:4](=[O:12])[N:5]([CH2:9][CH2:10][CH3:11])[CH:6]=[CH:7][CH:8]=1)(=[O:16])=[O:15]. The catalyst class is: 22. (7) Reactant: C(C1C=CC(/C=C/C2N(C)C3C(C=2)=CC=CC=3)=C(C=1)C(O)=O)#N.CC1C=CC([N+]([O-])=O)=CC=1C(O)=O.[CH3:37][C:38]1[CH:47]=[CH:46][C:45]([N+:48]([O-:50])=[O:49])=[CH:44][C:39]=1[C:40]([O:42][CH3:43])=[O:41].OS(O)(=O)=O. Product: [CH3:37][C:38]1[CH:47]=[CH:46][C:45]([N+:48]([O-:50])=[O:49])=[CH:44][C:39]=1[C:40]([O:42][CH3:43])=[O:41]. The catalyst class is: 5. (8) Reactant: [CH2:1]=[CH:2][CH:3]=[CH2:4].[C:5]([O:14][CH2:15][CH3:16])(=[O:13])/[CH:6]=[CH:7]/[C:8]([O:10][CH2:11][CH3:12])=[O:9]. Product: [C:8]([O:10][CH2:11][CH3:12])(=[O:9])[C@@H:7]1[CH2:4][CH:3]=[CH:2][CH2:1][C@H:6]1[C:5]([O:14][CH2:15][CH3:16])=[O:13]. The catalyst class is: 48.